From a dataset of Reaction yield outcomes from USPTO patents with 853,638 reactions. Predict the reaction yield, written as a fraction of the theoretical maximum amount of product (1.0 means a 100% yield; for example, 0.34 means a 34% yield). The reactants are [Cl:1][C:2]1[CH:7]=[C:6]([Cl:8])[CH:5]=[CH:4][C:3]=1[C:9]1[N:10]=[C:11]([CH2:16][C:17]2[CH:22]=[CH:21][C:20]([C:23]3[CH:28]=[CH:27][C:26]([O:29][C:30]4[CH:31]=[CH:32][C:33]([C:39]([F:42])([F:41])[F:40])=[C:34]([CH:38]=4)[C:35]([OH:37])=O)=[CH:25][CH:24]=3)=[CH:19][CH:18]=2)[N:12]([CH2:14][CH3:15])[CH:13]=1.[CH3:43][S:44]([NH2:47])(=[O:46])=[O:45].F[P-](F)(F)(F)(F)F.FC(N(C)C)=[N+](C)C. The product is [Cl:1][C:2]1[CH:7]=[C:6]([Cl:8])[CH:5]=[CH:4][C:3]=1[C:9]1[N:10]=[C:11]([CH2:16][C:17]2[CH:18]=[CH:19][C:20]([C:23]3[CH:24]=[CH:25][C:26]([O:29][C:30]4[CH:31]=[CH:32][C:33]([C:39]([F:42])([F:41])[F:40])=[C:34]([CH:38]=4)[C:35]([NH:47][S:44]([CH3:43])(=[O:46])=[O:45])=[O:37])=[CH:27][CH:28]=3)=[CH:21][CH:22]=2)[N:12]([CH2:14][CH3:15])[CH:13]=1. The yield is 0.320. The catalyst is C1COCC1.